Dataset: Retrosynthesis with 50K atom-mapped reactions and 10 reaction types from USPTO. Task: Predict the reactants needed to synthesize the given product. (1) Given the product O=C(Nc1cnc2ccccc2c1)c1ccc(N2CCN(C(=O)Cc3ccccc3)CC2)cc1, predict the reactants needed to synthesize it. The reactants are: O=C(Nc1cnc2ccccc2c1)c1ccc(N2CCNCC2)cc1.O=C(O)Cc1ccccc1. (2) Given the product CCNc1cc(OC)ncc1N, predict the reactants needed to synthesize it. The reactants are: CCNc1cc(OC)ncc1[N+](=O)[O-].